From a dataset of Forward reaction prediction with 1.9M reactions from USPTO patents (1976-2016). Predict the product of the given reaction. (1) The product is: [Br:21][C:16]1[CH:17]=[C:18]([CH2:19][O:20][Si:4]([CH:8]([CH3:10])[CH3:9])([CH:5]([CH3:7])[CH3:6])[CH:1]([CH3:3])[CH3:2])[C:13]([NH2:12])=[N:14][CH:15]=1. Given the reactants [CH:1]([Si:4](Cl)([CH:8]([CH3:10])[CH3:9])[CH:5]([CH3:7])[CH3:6])([CH3:3])[CH3:2].[NH2:12][C:13]1[C:18]([CH2:19][OH:20])=[CH:17][C:16]([Br:21])=[CH:15][N:14]=1.N1C=CN=C1, predict the reaction product. (2) Given the reactants [CH3:1][C:2]1[NH:3][C:4](=[O:23])[N:5]([C:16]2[CH:17]=[C:18]([CH3:22])[CH:19]=[CH:20][CH:21]=2)[C:6]=1[C:7]1[CH:8]=[CH:9][C:10]2[N:11]([N:13]=[CH:14][N:15]=2)[CH:12]=1.CN(C)C=O.CC(C)([O-])C.[K+].Br[CH2:36][C:37]1[CH:42]=[CH:41][CH:40]=[CH:39][C:38]=1[CH3:43], predict the reaction product. The product is: [N:15]1[CH:14]=[N:13][N:11]2[CH:12]=[C:7]([C:6]3[N:5]([C:16]4[CH:17]=[C:18]([CH3:22])[CH:19]=[CH:20][CH:21]=4)[C:4](=[O:23])[N:3]([CH2:36][C:37]4[CH:42]=[CH:41][CH:40]=[CH:39][C:38]=4[CH3:43])[C:2]=3[CH3:1])[CH:8]=[CH:9][C:10]=12. (3) Given the reactants [F:1][C:2]([F:35])([F:34])[C:3]1[CH:4]=[C:5]([CH:27]=[C:28]([C:30]([F:33])([F:32])[F:31])[CH:29]=1)[C:6]([N:8]1[CH2:26][CH2:25][C:11]2([N:15]([C:16]3[CH:21]=[CH:20][CH:19]=[CH:18][C:17]=3[CH3:22])[CH:14]([CH3:23])[NH:13][C:12]2=[O:24])[CH2:10][CH2:9]1)=[O:7].Cl[CH2:37][CH2:38][N:39]1[CH2:43][CH2:42][CH2:41][CH2:40]1, predict the reaction product. The product is: [F:35][C:2]([F:1])([F:34])[C:3]1[CH:4]=[C:5]([CH:27]=[C:28]([C:30]([F:33])([F:32])[F:31])[CH:29]=1)[C:6]([N:8]1[CH2:9][CH2:10][C:11]2([N:15]([C:16]3[CH:21]=[CH:20][CH:19]=[CH:18][C:17]=3[CH3:22])[CH:14]([CH3:23])[N:13]([CH2:37][CH2:38][N:39]3[CH2:43][CH2:42][CH2:41][CH2:40]3)[C:12]2=[O:24])[CH2:25][CH2:26]1)=[O:7]. (4) Given the reactants Cl.[NH2:2][CH:3]([C:9]([O:11][CH2:12][CH3:13])=[O:10])[C:4]([O:6][CH2:7][CH3:8])=[O:5].[OH-].[Na+].[CH3:16][C:17]([O:20][C:21](O[C:21]([O:20][C:17]([CH3:19])([CH3:18])[CH3:16])=[O:22])=[O:22])([CH3:19])[CH3:18], predict the reaction product. The product is: [C:17]([O:20][C:21]([NH:2][CH:3]([C:4]([O:6][CH2:7][CH3:8])=[O:5])[C:9]([O:11][CH2:12][CH3:13])=[O:10])=[O:22])([CH3:19])([CH3:18])[CH3:16]. (5) Given the reactants [Cl:1][C:2]1[CH:7]=[CH:6][C:5]([NH:8][C:9]([C:11]2[C:12]([NH:17][CH2:18][CH:19]3[CH2:24][CH2:23][N:22]([C:25]4[CH:30]=[CH:29][N:28]=[CH:27][CH:26]=4)[CH2:21][CH2:20]3)=[N:13][CH:14]=[CH:15][CH:16]=2)=O)=[CH:4][CH:3]=1.[H-].[Al+3].[Li+].[H-].[H-].[H-], predict the reaction product. The product is: [Cl:1][C:2]1[CH:7]=[CH:6][C:5]([NH:8][CH2:9][C:11]2[C:12]([NH:17][CH2:18][CH:19]3[CH2:20][CH2:21][N:22]([C:25]4[CH:26]=[CH:27][N:28]=[CH:29][CH:30]=4)[CH2:23][CH2:24]3)=[N:13][CH:14]=[CH:15][CH:16]=2)=[CH:4][CH:3]=1. (6) Given the reactants [F:1][C:2]1[CH:17]=[C:16]([N+:18]([O-])=O)[CH:15]=[CH:14][C:3]=1[O:4][C:5]1[CH:10]=[CH:9][N:8]=[C:7]2[CH:11]=[CH:12][S:13][C:6]=12.Cl.C([O-])(O)=O.[Na+], predict the reaction product. The product is: [F:1][C:2]1[CH:17]=[C:16]([NH2:18])[CH:15]=[CH:14][C:3]=1[O:4][C:5]1[CH:10]=[CH:9][N:8]=[C:7]2[CH:11]=[CH:12][S:13][C:6]=12. (7) Given the reactants [N:1]1[O:5][N:4]=[C:3]2[CH:6]=[C:7](B(O)O)[CH:8]=[CH:9][C:2]=12.Br[C:14]1[CH:15]=[C:16]([N:20]([CH3:22])[CH3:21])[CH:17]=[CH:18][CH:19]=1, predict the reaction product. The product is: [N:1]1[O:5][N:4]=[C:3]2[CH:6]=[C:7]([C:14]3[CH:15]=[C:16]([N:20]([CH3:22])[CH3:21])[CH:17]=[CH:18][CH:19]=3)[CH:8]=[CH:9][C:2]=12.